Dataset: Reaction yield outcomes from USPTO patents with 853,638 reactions. Task: Predict the reaction yield, written as a fraction of the theoretical maximum amount of product (1.0 means a 100% yield; for example, 0.34 means a 34% yield). (1) The product is [ClH:48].[C:35]([O:32][C@H:13]([CH2:12][NH:11][C:8]([C:4]1[CH:5]=[CH:6][CH:7]=[C:2]([Br:1])[CH:3]=1)([CH3:10])[CH3:9])[C@@H:14]([NH:24][C:25](=[O:31])[CH3:40])[CH2:15][C:16]1[CH:17]=[C:18]([F:23])[CH:19]=[C:20]([F:22])[CH:21]=1)(=[O:37])[CH3:34]. The yield is 0.680. The catalyst is C(Cl)Cl.CCOCC. The reactants are [Br:1][C:2]1[CH:3]=[C:4]([C:8]([NH:11][CH2:12][C@@H:13]([OH:32])[C@@H:14]([NH:24][C:25](=[O:31])OC(C)(C)C)[CH2:15][C:16]2[CH:21]=[C:20]([F:22])[CH:19]=[C:18]([F:23])[CH:17]=2)([CH3:10])[CH3:9])[CH:5]=[CH:6][CH:7]=1.F[C:34](F)(F)[C:35]([OH:37])=O.[C:40](C1NC=CN=1)(=O)C.[ClH:48]. (2) The reactants are [C:1]([O:5][C:6](=[O:28])[NH:7][C@H:8]([C:17](=[O:27])[NH:18][C:19]1[CH:24]=[CH:23][C:22](I)=[CH:21][C:20]=1[F:26])[CH2:9][C:10]1[CH:15]=[CH:14][C:13]([F:16])=[CH:12][CH:11]=1)([CH3:4])([CH3:3])[CH3:2].[CH:29]1(B(O)O)[CH2:31][CH2:30]1.[O-]P([O-])([O-])=O.[K+].[K+].[K+].C1(P(C2CCCCC2)C2CCCCC2)CCCCC1. The catalyst is C1(C)C=CC=CC=1.O.C(OCC)(=O)C.C([O-])(=O)C.[Pd+2].C([O-])(=O)C. The product is [C:1]([O:5][C:6](=[O:28])[NH:7][C@H:8]([C:17](=[O:27])[NH:18][C:19]1[CH:24]=[CH:23][C:22]([CH:29]2[CH2:31][CH2:30]2)=[CH:21][C:20]=1[F:26])[CH2:9][C:10]1[CH:15]=[CH:14][C:13]([F:16])=[CH:12][CH:11]=1)([CH3:4])([CH3:3])[CH3:2]. The yield is 0.530. (3) The reactants are [C]=[O:2].[H][H].N[C:6]1[CH:11]=CN=C[CH:7]=1.[CH2:12]([C@H:14]1[O:16][CH2:15]1)[Cl:13].C1[CH2:21][O:20]CC1. The catalyst is O.O.O.O.C([O-])(=O)C.[Co+2].C([O-])(=O)C.[Rh].C(O)(C)C. The product is [CH:6]([O:2][C:21](=[O:20])[CH2:15][CH:14]([OH:16])[CH2:12][Cl:13])([CH3:11])[CH3:7]. The yield is 0.920. (4) The reactants are CN(C)C=O.S([O:16][CH:17]1[CH2:20][N:19]([C:21]([O:23][C:24]([CH3:27])([CH3:26])[CH3:25])=[O:22])[CH2:18]1)(C1C=CC(C)=CC=1)(=O)=O.[F:28][C:29]1[CH:34]=[CH:33][C:32](O)=[CH:31][CH:30]=1.C(=O)([O-])[O-].[Cs+].[Cs+]. The catalyst is C(OCC)(=O)C.O. The product is [F:28][C:29]1[CH:34]=[CH:33][C:32]([O:16][CH:17]2[CH2:18][N:19]([C:21]([O:23][C:24]([CH3:25])([CH3:26])[CH3:27])=[O:22])[CH2:20]2)=[CH:31][CH:30]=1. The yield is 0.730. (5) The reactants are [Cl:1][C:2]1[CH:7]=[CH:6][C:5]([S:8]([CH2:11][C:12]2[CH:17]=[C:16]([F:18])[CH:15]=[CH:14][C:13]=2[F:19])(=[O:10])=[O:9])=[CH:4][CH:3]=1.[Si:20]([O:37][CH2:38][CH2:39][CH2:40][CH2:41][CH2:42][CH2:43]O)([C:33]([CH3:36])([CH3:35])[CH3:34])([C:27]1[CH:32]=[CH:31][CH:30]=[CH:29][CH:28]=1)[C:21]1[CH:26]=[CH:25][CH:24]=[CH:23][CH:22]=1.C(C=P(CCCC)(CCCC)CCCC)#N.C(OCC)(=O)C. The catalyst is C1(C)C=CC=CC=1. The product is [Si:20]([O:37][CH2:38][CH2:39][CH2:40][CH2:41][CH2:42][CH2:43][CH:11]([C:12]1[CH:17]=[C:16]([F:18])[CH:15]=[CH:14][C:13]=1[F:19])[S:8]([C:5]1[CH:6]=[CH:7][C:2]([Cl:1])=[CH:3][CH:4]=1)(=[O:10])=[O:9])([C:33]([CH3:34])([CH3:35])[CH3:36])([C:27]1[CH:28]=[CH:29][CH:30]=[CH:31][CH:32]=1)[C:21]1[CH:26]=[CH:25][CH:24]=[CH:23][CH:22]=1. The yield is 0.790. (6) The reactants are [Br:1][C:2]1[CH:7]=[CH:6][C:5]([OH:8])=[CH:4][C:3]=1[O:9][CH3:10].[H-].[Na+].[CH:13]([Si:16](Cl)([CH:20]([CH3:22])[CH3:21])[CH:17]([CH3:19])[CH3:18])([CH3:15])[CH3:14].C1([O-])C=CC=CC=1. The catalyst is C1COCC1.O. The product is [Br:1][C:2]1[CH:7]=[CH:6][C:5]([O:8][Si:16]([CH:20]([CH3:22])[CH3:21])([CH:17]([CH3:19])[CH3:18])[CH:13]([CH3:15])[CH3:14])=[CH:4][C:3]=1[O:9][CH3:10]. The yield is 0.980. (7) The reactants are [Br:1][C:2]1[C:3](F)=[CH:4][C:5]([F:30])=[C:6]([S:8]([N:11]([CH2:19][C:20]2[CH:25]=[CH:24][C:23]([O:26][CH3:27])=[CH:22][C:21]=2[O:28][CH3:29])[C:12]2[CH:17]=[CH:16][C:15]([F:18])=[CH:14][N:13]=2)(=[O:10])=[O:9])[CH:7]=1.C([O-])([O-])=O.[K+].[K+].[F:38][C:39]1[CH:46]=[C:45]([OH:47])[CH:44]=[CH:43][C:40]=1[C:41]#[N:42].O. The catalyst is CS(C)=O.[Cl-].[Na+].O. The product is [Br:1][C:2]1[C:3]([O:47][C:45]2[CH:44]=[CH:43][C:40]([C:41]#[N:42])=[C:39]([F:38])[CH:46]=2)=[CH:4][C:5]([F:30])=[C:6]([S:8]([N:11]([CH2:19][C:20]2[CH:25]=[CH:24][C:23]([O:26][CH3:27])=[CH:22][C:21]=2[O:28][CH3:29])[C:12]2[CH:17]=[CH:16][C:15]([F:18])=[CH:14][N:13]=2)(=[O:9])=[O:10])[CH:7]=1. The yield is 0.280.